The task is: Regression. Given a peptide amino acid sequence and an MHC pseudo amino acid sequence, predict their binding affinity value. This is MHC class II binding data.. This data is from Peptide-MHC class II binding affinity with 134,281 pairs from IEDB. (1) The peptide sequence is GPPVEASAAALAGDA. The MHC is DRB1_1302 with pseudo-sequence DRB1_1302. The binding affinity (normalized) is 0.419. (2) The peptide sequence is LVGPTPVNIIGRNLMTQIGC. The MHC is DRB1_0401 with pseudo-sequence DRB1_0401. The binding affinity (normalized) is 0.206. (3) The peptide sequence is MECQCSSLTEEFYHS. The MHC is DRB1_0101 with pseudo-sequence DRB1_0101. The binding affinity (normalized) is 0.307. (4) The peptide sequence is ILVGDNSFVSAISQT. The MHC is HLA-DQA10102-DQB10501 with pseudo-sequence HLA-DQA10102-DQB10501. The binding affinity (normalized) is 0.593. (5) The peptide sequence is KLIGGIGGFVKVRQYDQILI. The MHC is DRB1_1101 with pseudo-sequence DRB1_1101. The binding affinity (normalized) is 0.475. (6) The peptide sequence is TARLNSLGEAWTGGG. The MHC is DRB1_1201 with pseudo-sequence DRB1_1201. The binding affinity (normalized) is 0.371.